From a dataset of Forward reaction prediction with 1.9M reactions from USPTO patents (1976-2016). Predict the product of the given reaction. Given the reactants [C:1]([O:5][C:6](=[O:23])[N:7]([C:9]1[CH:14]=[CH:13][C:12]([O:15][CH2:16][CH2:17][CH2:18][CH2:19][CH2:20][CH2:21]Br)=[CH:11][CH:10]=1)[CH3:8])([CH3:4])([CH3:3])[CH3:2].C[CH:25]=[CH:26][CH2:27][NH2:28].[CH3:29]C(N(C)C)=O, predict the reaction product. The product is: [C:1]([O:5][C:6](=[O:23])[N:7]([C:9]1[CH:14]=[CH:13][C:12]([O:15][CH2:16][CH2:17][CH2:18][CH2:19][CH2:20][CH2:21][N:28]([CH2:27][CH:26]=[CH2:25])[CH3:29])=[CH:11][CH:10]=1)[CH3:8])([CH3:4])([CH3:3])[CH3:2].